Dataset: Full USPTO retrosynthesis dataset with 1.9M reactions from patents (1976-2016). Task: Predict the reactants needed to synthesize the given product. (1) Given the product [O:1]1[C:7]2[CH:8]=[CH:9][C:10]([CH:12]=[CH:13][C:14](=[N:24][OH:25])[CH:15]([CH3:17])[CH3:16])=[CH:11][C:6]=2[O:5][CH2:4][CH2:3][CH2:2]1, predict the reactants needed to synthesize it. The reactants are: [O:1]1[C:7]2[CH:8]=[CH:9][C:10]([CH:12]=[CH:13][C:14](=O)[CH:15]([CH3:17])[CH3:16])=[CH:11][C:6]=2[O:5][CH2:4][CH2:3][CH2:2]1.C([O-])(=O)C.[Na+].[NH2:24][OH:25]. (2) Given the product [S:12]1[C:13]2[CH:14]=[CH:15][NH:8][C:9]=2[CH:10]=[C:11]1[C:20]([O:22][CH2:23][CH3:24])=[O:21], predict the reactants needed to synthesize it. The reactants are: C(OC([NH:8][C:9]1[CH:10]=[C:11]([C:20]([O:22][CH2:23][CH3:24])=[O:21])[S:12][C:13]=1[C:14]#[C:15][Si](C)(C)C)=O)(C)(C)C.[N+](CCCC)(CCCC)(CCCC)CCCC.[F-]. (3) Given the product [Br:21][C:18]1[CH:19]=[C:20]2[C:15](=[CH:16][CH:17]=1)[N:14]=[CH:13][N:12]=[C:11]2[C:9]1[CH:8]=[N:7][CH:6]=[C:5]([CH:10]=1)[C:4]([OH:22])=[O:3], predict the reactants needed to synthesize it. The reactants are: C([O:3][C:4](=[O:22])[C:5]1[CH:10]=[C:9]([C:11]2[C:20]3[C:15](=[CH:16][CH:17]=[C:18]([Br:21])[CH:19]=3)[N:14]=[CH:13][N:12]=2)[CH:8]=[N:7][CH:6]=1)C.O[Li].O. (4) Given the product [CH2:1]([Sn:9]([CH2:10][CH2:11][CH2:12][CH2:13][CH2:14][CH2:15][CH2:16][CH3:17])([O:23][CH2:22][CH:21]([CH2:24][CH3:25])[CH2:19][CH3:20])[O:18][Sn:9]([CH2:10][CH2:11][CH2:12][CH2:13][CH2:14][CH2:15][CH2:16][CH3:17])([CH2:1][CH2:2][CH2:3][CH2:4][CH2:5][CH2:6][CH2:7][CH3:8])[O:23][CH2:22][CH:21]([CH2:24][CH3:25])[CH2:19][CH3:20])[CH2:2][CH2:3][CH2:4][CH2:5][CH2:6][CH2:7][CH3:8], predict the reactants needed to synthesize it. The reactants are: [CH2:1]([Sn:9](=[O:18])[CH2:10][CH2:11][CH2:12][CH2:13][CH2:14][CH2:15][CH2:16][CH3:17])[CH2:2][CH2:3][CH2:4][CH2:5][CH2:6][CH2:7][CH3:8].[CH2:19]([CH:21]([CH2:24][CH3:25])[CH2:22][OH:23])[CH3:20]. (5) Given the product [CH2:1]([O:3][C:4]([C:6]1[CH:7]([C:18]([F:21])([F:20])[F:19])[O:8][C:9]2[C:14]([CH:15]=1)=[CH:13][C:12]([Cl:16])=[CH:11][C:10]=2[C:23]#[C:22][C:24]1[CH:29]=[CH:28][C:27]([F:30])=[CH:26][CH:25]=1)=[O:5])[CH3:2], predict the reactants needed to synthesize it. The reactants are: [CH2:1]([O:3][C:4]([C:6]1[CH:7]([C:18]([F:21])([F:20])[F:19])[O:8][C:9]2[C:14]([CH:15]=1)=[CH:13][C:12]([Cl:16])=[CH:11][C:10]=2I)=[O:5])[CH3:2].[C:22]([C:24]1[CH:29]=[CH:28][C:27]([F:30])=[CH:26][CH:25]=1)#[CH:23].